The task is: Predict the product of the given reaction.. This data is from Forward reaction prediction with 1.9M reactions from USPTO patents (1976-2016). (1) Given the reactants [CH3:1][C:2]1[C:3]([CH3:21])=[CH:4][C:5]2[N:14]([CH2:15][CH:16]=O)[C:13]3[C:8]([C:9](=[O:19])[NH:10][C:11](=[O:18])[N:12]=3)=[N:7][C:6]=2[CH:20]=1.[NH:22]1[CH2:27][CH2:26][CH:25]([C:28]([OH:30])=[O:29])[CH2:24][CH2:23]1, predict the reaction product. The product is: [CH3:1][C:2]1[C:3]([CH3:21])=[CH:4][C:5]2[N:14]([CH2:15][CH2:16][N:22]3[CH2:27][CH2:26][CH:25]([C:28]([OH:30])=[O:29])[CH2:24][CH2:23]3)[C:13]3[C:8]([C:9](=[O:19])[NH:10][C:11](=[O:18])[N:12]=3)=[N:7][C:6]=2[CH:20]=1. (2) Given the reactants Br[C:2]1[CH:7]=[N:6][C:5]([Cl:8])=[C:4]2[NH:9][C:10]([CH3:13])=[C:11]([CH3:12])[C:3]=12.CC1(C)C(C)(C)OB([C:22]2[CH:31]=[CH:30][CH:29]=[C:28]3[C:23]=2[CH2:24][CH2:25][N:26]([C:32]([O:34][C:35]([CH3:38])([CH3:37])[CH3:36])=[O:33])[CH2:27]3)O1.P([O-])([O-])([O-])=O.[K+].[K+].[K+], predict the reaction product. The product is: [Cl:8][C:5]1[N:6]=[CH:7][C:2]([C:22]2[CH:31]=[CH:30][CH:29]=[C:28]3[C:23]=2[CH2:24][CH2:25][N:26]([C:32]([O:34][C:35]([CH3:38])([CH3:37])[CH3:36])=[O:33])[CH2:27]3)=[C:3]2[C:11]([CH3:12])=[C:10]([CH3:13])[NH:9][C:4]=12. (3) Given the reactants [Cl:1][C:2]1[CH:15]=[CH:14][C:5]([O:6][C:7]2[CH:12]=[CH:11][C:10]([OH:13])=[CH:9][CH:8]=2)=[C:4]([N+:16]([O-])=O)[CH:3]=1.Cl[Sn]Cl, predict the reaction product. The product is: [NH2:16][C:4]1[CH:3]=[C:2]([Cl:1])[CH:15]=[CH:14][C:5]=1[O:6][C:7]1[CH:8]=[CH:9][C:10]([OH:13])=[CH:11][CH:12]=1. (4) The product is: [F:33][C:13]([F:12])([F:32])[C:14]1[CH:18]=[C:17]([C:19]([F:22])([F:20])[F:21])[N:16]([CH2:23][C:24]2[CH:30]=[CH:29][C:27]([N:28]3[C:1](=[O:11])[C:2]4[C:3](=[CH:7][CH:8]=[CH:9][CH:10]=4)[C:4]3=[O:6])=[C:26]([CH3:31])[CH:25]=2)[N:15]=1. Given the reactants [C:1]1(=[O:11])[O:6][C:4](=O)[C:3]2=[CH:7][CH:8]=[CH:9][CH:10]=[C:2]12.[F:12][C:13]([F:33])([F:32])[C:14]1[CH:18]=[C:17]([C:19]([F:22])([F:21])[F:20])[N:16]([CH2:23][C:24]2[CH:30]=[CH:29][C:27]([NH2:28])=[C:26]([CH3:31])[CH:25]=2)[N:15]=1, predict the reaction product. (5) Given the reactants [Br:1][C:2]1[CH:3]=[CH:4][C:5]2[O:14][C:13]3[C:12](=[O:15])[NH:11][C:10]([CH:16]4[CH2:21][CH2:20]N(C(OC(C)(C)C)=O)CC4)=[N:9][C:8]=3[C:6]=2[CH:7]=1.NCC1OC2C=CC(Br)=CC=2C=1NC([C@@H:39]1C=CC[N:40]1[C:44]([O:46][C:47]([CH3:50])([CH3:49])[CH3:48])=[O:45])=O.BrC1C=CC2OC(C(=O)N)=C(NC(C3CCN(C(OC(C)(C)C)=O)CC3)=O)C=2C=1, predict the reaction product. The product is: [Br:1][C:2]1[CH:3]=[CH:4][C:5]2[O:14][C:13]3[C:12](=[O:15])[NH:11][C:10]([C@@H:16]4[CH:21]=[CH:20][CH2:39][N:40]4[C:44]([O:46][C:47]([CH3:50])([CH3:49])[CH3:48])=[O:45])=[N:9][C:8]=3[C:6]=2[CH:7]=1. (6) Given the reactants [CH3:1][C@H:2]1[CH2:6][S:5](=[O:8])(=[O:7])[NH:4][CH2:3]1.[CH3:9][C:10]1[CH:15]=[C:14]([CH3:16])[CH:13]=[CH:12][C:11]=1[N:17]1[CH2:22][CH2:21][N:20]([C:23]([C:25]2[CH:30]=[CH:29][C:28](I)=[CH:27][CH:26]=2)=[O:24])[CH2:19][CH2:18]1, predict the reaction product. The product is: [CH3:9][C:10]1[CH:15]=[C:14]([CH3:16])[CH:13]=[CH:12][C:11]=1[N:17]1[CH2:18][CH2:19][N:20]([C:23]([C:25]2[CH:30]=[CH:29][C:28]([N:4]3[CH2:3][C@@H:2]([CH3:1])[CH2:6][S:5]3(=[O:8])=[O:7])=[CH:27][CH:26]=2)=[O:24])[CH2:21][CH2:22]1. (7) Given the reactants [CH3:1][O:2][C:3]1[C:8]2=[CH:9][CH:10]=[C:11]3[C:20]([N:19]=[C:18]4[C:13]([CH:14]=[CH:15][CH:16]=[C:17]4[C:21]([OH:23])=O)=[N:12]3)=[C:7]2[CH:6]=[CH:5][CH:4]=1.Cl.[CH3:25][N:26]([CH3:32])[CH2:27][CH:28]([NH2:31])[CH2:29][CH3:30], predict the reaction product. The product is: [CH3:25][N:26]([CH2:27][CH:28]([NH:31][C:21]([C:17]1[C:18]2[C:13](=[N:12][C:11]3[C:20]([N:19]=2)=[C:7]2[CH:6]=[CH:5][CH:4]=[C:3]([O:2][CH3:1])[C:8]2=[CH:9][CH:10]=3)[CH:14]=[CH:15][CH:16]=1)=[O:23])[CH2:29][CH3:30])[CH3:32]. (8) Given the reactants [OH:1][C:2]1[C:11]2[C:10]([CH3:13])([CH3:12])[CH2:9][CH2:8][C:7]([CH3:15])([CH3:14])[C:6]=2[CH:5]=[C:4]([C:16]([C:18]2[CH:19]=[C:20]3[C:25](=[CH:26][CH:27]=2)[CH:24]=[C:23]([C:28]([O:30][CH3:31])=[O:29])[CH:22]=[CH:21]3)=[O:17])[CH:3]=1.C(=O)([O-])[O-].[K+].[K+].[F:38][C:39]1[CH:46]=[CH:45][C:42]([CH2:43]Br)=[CH:41][CH:40]=1, predict the reaction product. The product is: [F:38][C:39]1[CH:46]=[CH:45][C:42]([CH2:43][O:1][C:2]2[C:11]3[C:10]([CH3:13])([CH3:12])[CH2:9][CH2:8][C:7]([CH3:15])([CH3:14])[C:6]=3[CH:5]=[C:4]([C:16]([C:18]3[CH:19]=[C:20]4[C:25](=[CH:26][CH:27]=3)[CH:24]=[C:23]([C:28]([O:30][CH3:31])=[O:29])[CH:22]=[CH:21]4)=[O:17])[CH:3]=2)=[CH:41][CH:40]=1. (9) Given the reactants [CH2:1]([N:8]1[CH2:13][CH2:12][N:11]([C:14]([C:16]2[CH:20]=[C:19]([CH3:21])[N:18]([C:22]3[CH:27]=[CH:26][CH:25]=[CH:24][CH:23]=3)[C:17]=2[C:28]2[CH:33]=[CH:32][CH:31]=[CH:30][CH:29]=2)=[O:15])[CH:10]([CH2:34][C:35]2[CH:49]=[CH:48][C:38]([O:39][CH2:40][C:41]([O:43]C(C)(C)C)=[O:42])=[CH:37][CH:36]=2)[CH2:9]1)[C:2]1[CH:7]=[CH:6][CH:5]=[CH:4][CH:3]=1.C(OCC)(=O)C.[ClH:56], predict the reaction product. The product is: [ClH:56].[CH2:1]([N:8]1[CH2:13][CH2:12][N:11]([C:14]([C:16]2[CH:20]=[C:19]([CH3:21])[N:18]([C:22]3[CH:27]=[CH:26][CH:25]=[CH:24][CH:23]=3)[C:17]=2[C:28]2[CH:33]=[CH:32][CH:31]=[CH:30][CH:29]=2)=[O:15])[CH:10]([CH2:34][C:35]2[CH:36]=[CH:37][C:38]([O:39][CH2:40][C:41]([OH:43])=[O:42])=[CH:48][CH:49]=2)[CH2:9]1)[C:2]1[CH:7]=[CH:6][CH:5]=[CH:4][CH:3]=1.